Dataset: Catalyst prediction with 721,799 reactions and 888 catalyst types from USPTO. Task: Predict which catalyst facilitates the given reaction. (1) Reactant: [O:1]1[CH:5]=[CH:4][CH:3]=[C:2]1[C:6](=O)[CH2:7][C:8](=O)[C:9]([O:11][CH3:12])=[O:10].Cl.[Cl:16][C:17]1[CH:22]=[CH:21][CH:20]=[CH:19][C:18]=1[NH:23][NH2:24]. Product: [Cl:16][C:17]1[CH:22]=[CH:21][CH:20]=[CH:19][C:18]=1[N:23]1[C:6]([C:2]2[O:1][CH:5]=[CH:4][CH:3]=2)=[CH:7][C:8]([C:9]([O:11][CH3:12])=[O:10])=[N:24]1. The catalyst class is: 5. (2) Reactant: [C:1]([N:5]([CH2:13][CH2:14][CH2:15][CH2:16][CH2:17][CH:18]=O)[C:6](=[O:12])[C:7]([O:9][CH2:10][CH3:11])=[O:8])([CH3:4])([CH3:3])[CH3:2].[C:20]([O-])([O-])=O.[K+].[K+].[N+](=C(P(=O)(OC)OC)C(=O)C)=[N-].[NH4+].[Cl-]. Product: [C:1]([N:5]([CH2:13][CH2:14][CH2:15][CH2:16][CH2:17][C:18]#[CH:20])[C:6](=[O:12])[C:7]([O:9][CH2:10][CH3:11])=[O:8])([CH3:2])([CH3:3])[CH3:4]. The catalyst class is: 5. (3) Reactant: Cl.[CH2:2]([O:4][C:5]([C:7]1[CH:8]=[N:9][N:10]([C:12](=[NH:14])[NH2:13])[CH:11]=1)=[O:6])[CH3:3].Cl[C:16]1[C:25](Cl)=[N:24][C:23]2[C:18](=[CH:19][CH:20]=[CH:21][CH:22]=2)[N:17]=1.C([O-])([O-])=O.[Cs+].[Cs+].Cl. Product: [CH2:2]([O:4][C:5]([C:7]1[CH:8]=[N:9][N:10]([C:12]2[NH:13][C:16]3=[N:17][C:18]4[C:23]([N:24]=[C:25]3[N:14]=2)=[CH:22][CH:21]=[CH:20][CH:19]=4)[CH:11]=1)=[O:6])[CH3:3]. The catalyst class is: 18.